Dataset: Full USPTO retrosynthesis dataset with 1.9M reactions from patents (1976-2016). Task: Predict the reactants needed to synthesize the given product. (1) Given the product [CH3:1][O:2][C:3]1[CH:4]=[C:5]2[C:10](=[CH:11][C:12]=1[O:13][CH3:14])[N:9]=[CH:8][CH:7]=[C:6]2[O:15][C:16]1[C:22]([CH3:23])=[CH:21][C:19]([NH:20][C:26](=[O:28])[O:46][CH:41]([CH2:42][CH2:43][CH2:44][CH3:45])[CH2:40][CH2:39][CH2:38][CH3:37])=[C:18]([CH3:24])[CH:17]=1, predict the reactants needed to synthesize it. The reactants are: [CH3:1][O:2][C:3]1[CH:4]=[C:5]2[C:10](=[CH:11][C:12]=1[O:13][CH3:14])[N:9]=[CH:8][CH:7]=[C:6]2[O:15][C:16]1[C:22]([CH3:23])=[CH:21][C:19]([NH2:20])=[C:18]([CH3:24])[CH:17]=1.Cl[C:26](Cl)([O:28]C(=O)OC(Cl)(Cl)Cl)Cl.[CH3:37][CH2:38][CH2:39][CH2:40][CH:41]([OH:46])[CH2:42][CH2:43][CH2:44][CH3:45].C(=O)(O)[O-].[Na+]. (2) Given the product [CH:21]([C:24]1[CH:30]=[CH:29][C:27]([NH:28][C:7](=[O:9])[C:6]2[CH:10]=[CH:11][C:3]([O:2][CH3:1])=[C:4]([S:12]([N:15]3[CH2:20][CH2:19][CH2:18][CH2:17][CH2:16]3)(=[O:14])=[O:13])[CH:5]=2)=[CH:26][CH:25]=1)([CH3:23])[CH3:22], predict the reactants needed to synthesize it. The reactants are: [CH3:1][O:2][C:3]1[CH:11]=[CH:10][C:6]([C:7]([OH:9])=O)=[CH:5][C:4]=1[S:12]([N:15]1[CH2:20][CH2:19][CH2:18][CH2:17][CH2:16]1)(=[O:14])=[O:13].[CH:21]([C:24]1[CH:30]=[CH:29][C:27]([NH2:28])=[CH:26][CH:25]=1)([CH3:23])[CH3:22]. (3) Given the product [CH2:35]([NH:37][C:38]([NH:33][S:30]([C:11]1[CH:10]=[C:9]([NH:8][C:5]2[CH:6]=[CH:7][C:2]([F:1])=[CH:3][C:4]=2[CH3:34])[C:14]([C:15]([N:17]2[CH2:18][CH2:19][CH:20]([C:23]3[CH:28]=[CH:27][C:26]([F:29])=[CH:25][CH:24]=3)[CH2:21][CH2:22]2)=[O:16])=[CH:13][N:12]=1)(=[O:31])=[O:32])=[O:39])[CH3:36], predict the reactants needed to synthesize it. The reactants are: [F:1][C:2]1[CH:7]=[CH:6][C:5]([NH:8][C:9]2[C:14]([C:15]([N:17]3[CH2:22][CH2:21][CH:20]([C:23]4[CH:28]=[CH:27][C:26]([F:29])=[CH:25][CH:24]=4)[CH2:19][CH2:18]3)=[O:16])=[CH:13][N:12]=[C:11]([S:30]([NH2:33])(=[O:32])=[O:31])[CH:10]=2)=[C:4]([CH3:34])[CH:3]=1.[CH2:35]([N:37]=[C:38]=[O:39])[CH3:36]. (4) Given the product [Cl:10][C:9]1[C:4]2[S:3][C:2]([O:22][CH3:24])=[N:21][C:5]=2[N:6]=[C:7]([S:11][CH2:12][C:13]2[CH:18]=[CH:17][CH:16]=[C:15]([F:19])[C:14]=2[F:20])[N:8]=1, predict the reactants needed to synthesize it. The reactants are: Br[C:2]1[S:3][C:4]2[C:9]([Cl:10])=[N:8][C:7]([S:11][CH2:12][C:13]3[CH:18]=[CH:17][CH:16]=[C:15]([F:19])[C:14]=3[F:20])=[N:6][C:5]=2[N:21]=1.[OH-:22].[K+].[CH3:24]O.